This data is from Forward reaction prediction with 1.9M reactions from USPTO patents (1976-2016). The task is: Predict the product of the given reaction. (1) The product is: [Cl:7][C:8]1[C:16]([Cl:17])=[C:15]2[C:11]([CH2:12][C:13]([CH:19]3[CH2:23][CH2:22][CH2:21][CH2:20]3)([CH3:18])[CH2:14]2)=[CH:10][C:9]=1[O:24][C:25]([C:27]1[CH:28]=[CH:29][C:30]([C:31]([NH:48][S:45]([C:42]2[CH:43]=[CH:44][C:39]([CH3:38])=[CH:40][CH:41]=2)(=[O:46])=[O:47])=[O:32])=[CH:34][CH:35]=1)=[O:26]. Given the reactants C(Cl)(=O)C(Cl)=O.[Cl:7][C:8]1[C:16]([Cl:17])=[C:15]2[C:11]([CH2:12][C:13]([CH:19]3[CH2:23][CH2:22][CH2:21][CH2:20]3)([CH3:18])[CH2:14]2)=[CH:10][C:9]=1[O:24][C:25]([C:27]1[CH:35]=[CH:34][C:30]([C:31](O)=[O:32])=[CH:29][CH:28]=1)=[O:26].[H-].[Na+].[CH3:38][C:39]1[CH:40]=[CH:41][C:42]([S:45]([NH2:48])(=[O:47])=[O:46])=[CH:43][CH:44]=1, predict the reaction product. (2) Given the reactants Br[C:2]1[CH:3]=[N:4][C:5]2[N:6]([CH:8]=[C:9]([CH2:11][O:12][C:13]3[CH:18]=[CH:17][C:16]([F:19])=[CH:15][CH:14]=3)[N:10]=2)[CH:7]=1.[NH2:20][C:21]1[CH:26]=[C:25]([Cl:27])[CH:24]=[CH:23][C:22]=1B(O)O, predict the reaction product. The product is: [Cl:27][C:25]1[CH:24]=[CH:23][C:22]([C:2]2[CH:3]=[N:4][C:5]3[N:6]([CH:8]=[C:9]([CH2:11][O:12][C:13]4[CH:18]=[CH:17][C:16]([F:19])=[CH:15][CH:14]=4)[N:10]=3)[CH:7]=2)=[C:21]([CH:26]=1)[NH2:20]. (3) Given the reactants [Br:1][C:2]1[C:6]2[CH:7]=[C:8]([O:11][CH3:12])[CH:9]=[CH:10][C:5]=2[O:4][C:3]=1[CH:13]([NH:20][C:21]1[CH:26]=[CH:25][C:24]([C:27]([NH:29][CH2:30][CH2:31][C:32]([O:34]CC)=[O:33])=[O:28])=[CH:23][CH:22]=1)[CH:14]1[CH2:19][CH2:18][CH2:17][CH2:16][CH2:15]1.O1CCCC1.[OH-].[Na+], predict the reaction product. The product is: [Br:1][C:2]1[C:6]2[CH:7]=[C:8]([O:11][CH3:12])[CH:9]=[CH:10][C:5]=2[O:4][C:3]=1[CH:13]([NH:20][C:21]1[CH:22]=[CH:23][C:24]([C:27]([NH:29][CH2:30][CH2:31][C:32]([OH:34])=[O:33])=[O:28])=[CH:25][CH:26]=1)[CH:14]1[CH2:19][CH2:18][CH2:17][CH2:16][CH2:15]1. (4) Given the reactants C(OCC)(=O)C.[CH3:7][O:8][C:9]1[CH:18]=[C:17]2[C:12]([C:13]([C:40]([NH:42][CH3:43])=[O:41])=[CH:14][C:15](=[O:39])[N:16]2[CH2:19][CH2:20][N:21]2[CH2:26][CH2:25][CH:24]([NH:27][CH2:28][C:29]3[CH:38]=[CH:37][C:36]4[C:31](=[CH:32][CH:33]=[CH:34][CH:35]=4)[CH:30]=3)[CH2:23][CH2:22]2)=[CH:11][CH:10]=1.[ClH:44].C(OCC)(=O)C, predict the reaction product. The product is: [ClH:44].[CH3:7][O:8][C:9]1[CH:18]=[C:17]2[C:12]([C:13]([C:40]([NH:42][CH3:43])=[O:41])=[CH:14][C:15](=[O:39])[N:16]2[CH2:19][CH2:20][N:21]2[CH2:22][CH2:23][CH:24]([NH:27][CH2:28][C:29]3[CH:38]=[CH:37][C:36]4[C:31](=[CH:32][CH:33]=[CH:34][CH:35]=4)[CH:30]=3)[CH2:25][CH2:26]2)=[CH:11][CH:10]=1. (5) Given the reactants [CH:1]([N:4]1[C:8]([C:9]2[S:10][C:11]3[CH2:12][CH2:13][O:14][C:15]4[CH:22]=[CH:21][C:20]([CH:23]=[O:24])=[CH:19][C:16]=4[C:17]=3[N:18]=2)=[N:7][CH:6]=[N:5]1)([CH3:3])[CH3:2].[F:25][C:26]([Si](C)(C)C)([F:28])[F:27].CCCC[N+](CCCC)(CCCC)CCCC.[F-], predict the reaction product. The product is: [F:25][C:26]([F:28])([F:27])[CH:23]([C:20]1[CH:21]=[CH:22][C:15]2[O:14][CH2:13][CH2:12][C:11]3[S:10][C:9]([C:8]4[N:4]([CH:1]([CH3:3])[CH3:2])[N:5]=[CH:6][N:7]=4)=[N:18][C:17]=3[C:16]=2[CH:19]=1)[OH:24]. (6) Given the reactants [F:1][C:2]([F:14])([F:13])[C:3]1[N:8]=[C:7]([C:9](OC)=[O:10])[CH:6]=[N:5][CH:4]=1.[NH4+:15].[OH-], predict the reaction product. The product is: [F:1][C:2]([F:14])([F:13])[C:3]1[N:8]=[C:7]([C:9]([NH2:15])=[O:10])[CH:6]=[N:5][CH:4]=1. (7) Given the reactants [CH2:1]([O:8][C:9]1[CH:14]=[C:13]([O:15][CH2:16]C2C=CC=CC=2)[CH:12]=[C:11]([O:23][C:24]2[CH:29]=[CH:28][C:27]([N+:30]([O-:32])=[O:31])=[CH:26][CH:25]=2)[C:10]=1[C:33]1[O:37][N:36]=[C:35]([C:38](OCC)=[O:39])[CH:34]=1)C1C=CC=CC=1, predict the reaction product. The product is: [CH2:1]([O:8][C:9]1[CH:14]=[C:13]([O:15][CH2:16][C:24]2[CH:29]=[CH:28][CH:27]=[CH:26][CH:25]=2)[CH:12]=[C:11]([O:23][C:24]2[CH:29]=[CH:28][C:27]([N+:30]([O-:32])=[O:31])=[CH:26][CH:25]=2)[C:10]=1[C:33]1[O:37][N:36]=[C:35]([C:38]([NH:36][CH2:35][CH3:34])=[O:39])[CH:34]=1)[C:14]1[CH:13]=[CH:12][CH:11]=[CH:10][CH:9]=1.